From a dataset of Forward reaction prediction with 1.9M reactions from USPTO patents (1976-2016). Predict the product of the given reaction. (1) Given the reactants [N+:1]([C:4]1[CH:9]=[CH:8][C:7]([C:10]2([C:15]([O:17][CH2:18][CH3:19])=[O:16])[CH2:14][CH2:13][CH2:12][CH2:11]2)=[CH:6][C:5]=1[O:20][CH2:21][C:22]([F:25])([F:24])[F:23])([O-])=O, predict the reaction product. The product is: [NH2:1][C:4]1[CH:9]=[CH:8][C:7]([C:10]2([C:15]([O:17][CH2:18][CH3:19])=[O:16])[CH2:14][CH2:13][CH2:12][CH2:11]2)=[CH:6][C:5]=1[O:20][CH2:21][C:22]([F:23])([F:24])[F:25]. (2) The product is: [F:1][C:2]1[CH:10]=[C:9]2[C:5]([C:6]([I:23])=[N:7][NH:8]2)=[CH:4][C:3]=1[C:11]1[CH:12]=[C:13]([CH2:17][N:18]([CH3:20])[CH3:19])[CH:14]=[N:15][CH:16]=1. Given the reactants [F:1][C:2]1[CH:10]=[C:9]2[C:5]([CH:6]=[N:7][NH:8]2)=[CH:4][C:3]=1[C:11]1[CH:12]=[C:13]([CH2:17][N:18]([CH3:20])[CH3:19])[CH:14]=[N:15][CH:16]=1.[OH-].[K+].[I:23]I, predict the reaction product. (3) Given the reactants C(N(C1C=CC=CC=1C1CCC2C(=CC=C(OC)C=2)C1)CCC1C=CC(O)=CC=1)C.Cl.ClCCN1CCCCC1.[CH2:41]([N:43]([C:61]1[CH:66]=[CH:65][CH:64]=[CH:63][C:62]=1[CH:67]1[CH2:76][CH2:75][C:74]2[C:69](=[CH:70][CH:71]=[C:72]([O:77]C)[CH:73]=2)[CH2:68]1)[CH2:44][CH2:45][C:46]1[CH:51]=[CH:50][C:49]([O:52][CH2:53][CH2:54][N:55]2[CH2:60][CH2:59][CH2:58][CH2:57][CH2:56]2)=[CH:48][CH:47]=1)[CH3:42], predict the reaction product. The product is: [CH2:41]([N:43]([CH2:44][CH2:45][C:46]1[CH:47]=[CH:48][C:49]([O:52][CH2:53][CH2:54][N:55]2[CH2:60][CH2:59][CH2:58][CH2:57][CH2:56]2)=[CH:50][CH:51]=1)[C:61]1[CH:66]=[CH:65][CH:64]=[CH:63][C:62]=1[CH:67]1[CH2:76][CH2:75][C:74]2[CH:73]=[C:72]([OH:77])[CH:71]=[CH:70][C:69]=2[CH2:68]1)[CH3:42]. (4) Given the reactants [O:1]=[C:2]1[NH:11][C:10]2[C:5](=[CH:6][CH:7]=[CH:8][CH:9]=2)[NH:4][C@@H:3]1[CH2:12][C:13](OC)=[O:14].Cl, predict the reaction product. The product is: [OH:14][CH2:13][CH2:12][C@H:3]1[NH:4][C:5]2[C:10](=[CH:9][CH:8]=[CH:7][CH:6]=2)[NH:11][C:2]1=[O:1]. (5) Given the reactants CC(OC([NH:8][C@@H:9]([CH2:16][CH2:17][C:18]1[CH:23]=[CH:22][CH:21]=[CH:20][CH:19]=1)/[CH:10]=[CH:11]/[C:12]([O:14][CH3:15])=[O:13])=O)(C)C.[C:24]([OH:30])([C:26]([F:29])([F:28])[F:27])=[O:25], predict the reaction product. The product is: [F:27][C:26]([F:29])([F:28])[C:24]([OH:30])=[O:25].[NH2:8][C@@H:9]([CH2:16][CH2:17][C:18]1[CH:19]=[CH:20][CH:21]=[CH:22][CH:23]=1)/[CH:10]=[CH:11]/[C:12]([O:14][CH3:15])=[O:13]. (6) Given the reactants C([N:14]1[CH2:17][CH:16]([O:18][C:19]2[CH:24]=[CH:23][C:22]([C:25]3[CH:30]=[CH:29][CH:28]=[CH:27][CH:26]=3)=[CH:21][CH:20]=2)[CH2:15]1)(C1C=CC=CC=1)C1C=CC=CC=1.[Cl:31]C(OC(Cl)C)=O, predict the reaction product. The product is: [ClH:31].[C:22]1([C:25]2[CH:30]=[CH:29][CH:28]=[CH:27][CH:26]=2)[CH:23]=[CH:24][C:19]([O:18][CH:16]2[CH2:17][NH:14][CH2:15]2)=[CH:20][CH:21]=1. (7) Given the reactants [C:1]([O:5][C:6]([N:8]1[CH2:12][CH2:11][C:10]([CH:20]([C:22]2[S:26][C:25]3[C:27]([F:31])=[CH:28][CH:29]=[CH:30][C:24]=3[CH:23]=2)[OH:21])([CH2:13][CH:14]2[CH2:19][CH2:18][O:17][CH2:16][CH2:15]2)[CH2:9]1)=[O:7])([CH3:4])([CH3:3])[CH3:2], predict the reaction product. The product is: [C:1]([O:5][C:6]([N:8]1[CH2:12][CH2:11][C:10]([C:20]([C:22]2[S:26][C:25]3[C:27]([F:31])=[CH:28][CH:29]=[CH:30][C:24]=3[CH:23]=2)=[O:21])([CH2:13][CH:14]2[CH2:19][CH2:18][O:17][CH2:16][CH2:15]2)[CH2:9]1)=[O:7])([CH3:4])([CH3:2])[CH3:3]. (8) Given the reactants [NH2:1][CH2:2][CH2:3][CH2:4][CH2:5][CH2:6][CH2:7][CH2:8][CH2:9][CH2:10][CH2:11][NH:12][C:13]1[N:18]=[C:17]([O:19][CH2:20][C:21]([F:24])([F:23])[F:22])[N:16]=[C:15]([NH:25][C:26]2[CH:35]=[CH:34][C:29]([C:30]([O:32]C)=[O:31])=[CH:28][CH:27]=2)[N:14]=1.C(=O)([O-])[O-].[K+].[K+].Cl, predict the reaction product. The product is: [NH2:1][CH2:2][CH2:3][CH2:4][CH2:5][CH2:6][CH2:7][CH2:8][CH2:9][CH2:10][CH2:11][NH:12][C:13]1[N:18]=[C:17]([O:19][CH2:20][C:21]([F:22])([F:23])[F:24])[N:16]=[C:15]([NH:25][C:26]2[CH:27]=[CH:28][C:29]([C:30]([OH:32])=[O:31])=[CH:34][CH:35]=2)[N:14]=1.